This data is from Catalyst prediction with 721,799 reactions and 888 catalyst types from USPTO. The task is: Predict which catalyst facilitates the given reaction. (1) Reactant: Cl.[CH2:2]1[C@H:6]2[CH2:7][CH:8]([CH2:10][OH:11])[CH2:9][C@H:5]2[CH2:4][NH:3]1.C(=O)([O-])[O-].[K+].[K+].F[C:19]1[CH:24]=[CH:23][C:22]([C:25]([F:28])([F:27])[F:26])=[CH:21][C:20]=1[C:29]([F:32])([F:31])[F:30].O. Product: [F:26][C:25]([F:27])([F:28])[C:22]1[CH:21]=[C:20]([C:29]([F:30])([F:31])[F:32])[CH:19]=[CH:24][C:23]=1[N:3]1[CH2:4][C@@H:5]2[CH2:9][CH:8]([CH:10]=[O:11])[CH2:7][C@@H:6]2[CH2:2]1. The catalyst class is: 3. (2) Reactant: C([O:8][C:9]1[C:14]([Cl:15])=[CH:13][C:12]([C:16]([N:18]2[C:27]3[C:22](=[CH:23][CH:24]=[CH:25][CH:26]=3)[NH:21][CH2:20][CH2:19]2)=[O:17])=[CH:11][C:10]=1[Cl:28])C1C=CC=CC=1. Product: [Cl:28][C:10]1[CH:11]=[C:12]([C:16]([N:18]2[C:27]3[C:22](=[CH:23][CH:24]=[CH:25][CH:26]=3)[NH:21][CH2:20][CH2:19]2)=[O:17])[CH:13]=[C:14]([Cl:15])[C:9]=1[OH:8]. The catalyst class is: 457. (3) Reactant: [Br:1]Br.[CH3:3][O:4][C:5]1[CH:6]=[C:7]2[C:12](=[CH:13][CH:14]=1)[CH:11]=[C:10]([CH:15]=[O:16])[CH:9]=[CH:8]2. Product: [Br:1][C:6]1[C:5]([O:4][CH3:3])=[CH:14][CH:13]=[C:12]2[C:7]=1[CH:8]=[CH:9][C:10]([CH:15]=[O:16])=[CH:11]2. The catalyst class is: 52. (4) The catalyst class is: 3. Reactant: [H-].[Na+].[NH2:3][C:4]1[CH:9]=[CH:8][C:7]([C:10](=[O:12])[CH3:11])=[CH:6][CH:5]=1.[Br:13][CH2:14][CH2:15]Br.O. Product: [Br:13][CH2:14][CH2:15][NH:3][C:4]1[CH:9]=[CH:8][C:7]([C:10](=[O:12])[CH3:11])=[CH:6][CH:5]=1.